This data is from Catalyst prediction with 721,799 reactions and 888 catalyst types from USPTO. The task is: Predict which catalyst facilitates the given reaction. Reactant: C[O:2][C:3](=[O:32])[CH2:4][O:5][C:6]1[CH:11]=[CH:10][C:9]([S:12][CH2:13][CH:14]=[C:15]([C:23]2[CH:28]=[CH:27][C:26]([F:29])=[CH:25][CH:24]=2)[C:16]2[CH:21]=[CH:20][C:19]([F:22])=[CH:18][CH:17]=2)=[CH:8][C:7]=1[CH2:30][CH3:31].[OH-].[Na+].Cl. Product: [F:29][C:26]1[CH:25]=[CH:24][C:23]([C:15]([C:16]2[CH:21]=[CH:20][C:19]([F:22])=[CH:18][CH:17]=2)=[CH:14][CH2:13][S:12][C:9]2[CH:10]=[CH:11][C:6]([O:5][CH2:4][C:3]([OH:32])=[O:2])=[C:7]([CH2:30][CH3:31])[CH:8]=2)=[CH:28][CH:27]=1. The catalyst class is: 8.